From a dataset of NCI-60 drug combinations with 297,098 pairs across 59 cell lines. Regression. Given two drug SMILES strings and cell line genomic features, predict the synergy score measuring deviation from expected non-interaction effect. Drug 1: CC1=C2C(C(=O)C3(C(CC4C(C3C(C(C2(C)C)(CC1OC(=O)C(C(C5=CC=CC=C5)NC(=O)C6=CC=CC=C6)O)O)OC(=O)C7=CC=CC=C7)(CO4)OC(=O)C)O)C)OC(=O)C. Drug 2: CC1C(C(CC(O1)OC2CC(CC3=C2C(=C4C(=C3O)C(=O)C5=C(C4=O)C(=CC=C5)OC)O)(C(=O)CO)O)N)O.Cl. Cell line: BT-549. Synergy scores: CSS=62.8, Synergy_ZIP=-5.74, Synergy_Bliss=-6.47, Synergy_Loewe=-1.32, Synergy_HSA=-0.129.